Dataset: Reaction yield outcomes from USPTO patents with 853,638 reactions. Task: Predict the reaction yield, written as a fraction of the theoretical maximum amount of product (1.0 means a 100% yield; for example, 0.34 means a 34% yield). (1) The reactants are [Br:1][C:2]1[CH:3]=[C:4](SCCCl)[CH:5]=[CH:6][CH:7]=1.[Cl:12][C:13]1C=C(C=C[CH:22]=1)C(OO)=O.C([O-])(O)=O.[Na+].[S:28]([O-:32])([O-])(=[O:30])=S.[Na+].[Na+]. The catalyst is C(Cl)Cl. The product is [Br:1][C:2]1[CH:3]=[CH:4][CH:5]=[C:6]([S:28]([CH2:22][CH2:13][Cl:12])(=[O:32])=[O:30])[CH:7]=1. The yield is 0.990. (2) The reactants are [C:1]([C:5]1[CH:37]=[CH:36][C:8]([C:9]([NH:11][C:12]2[CH:13]=[CH:14][C:15]([C:18]3[CH:26]=[C:25]4[C:21]([CH2:22][N:23]([C@@H:28]([CH:33]([CH3:35])[CH3:34])[C:29]([O:31][CH3:32])=[O:30])[C:24]4=[O:27])=[CH:20][CH:19]=3)=N[CH:17]=2)=[O:10])=[CH:7][CH:6]=1)([CH3:4])([CH3:3])[CH3:2].[C:38](C1C=CC(C(Cl)=O)=CC=1)(C)(C)[CH3:39]. No catalyst specified. The product is [C:1]([C:5]1[CH:37]=[CH:36][C:8]([C:9]([NH:11][C:12]2[CH:13]=[CH:14][C:15]([C:18]3[CH:26]=[C:25]4[C:21]([CH2:22][N:23]([C@@H:28]([CH:33]([CH3:34])[CH3:35])[C:29]([O:31][CH3:32])=[O:30])[C:24]4=[O:27])=[CH:20][CH:19]=3)=[C:38]([CH3:39])[CH:17]=2)=[O:10])=[CH:7][CH:6]=1)([CH3:4])([CH3:3])[CH3:2]. The yield is 0.820. (3) The reactants are Cl[C:2]1[N:6]([CH2:7][CH2:8][CH2:9][C:10]([O:12][CH2:13][CH3:14])=[O:11])[C:5]2[C:15]([CH:20]([CH2:23][CH3:24])[CH2:21][CH3:22])=[CH:16][CH:17]=[C:18]([Cl:19])[C:4]=2[N:3]=1.[NH2:25][C:26]1[C:34]2[O:33][C:32]([F:36])([F:35])[O:31][C:30]=2[CH:29]=[CH:28][CH:27]=1.O.C1(C)C=CC(S(O)(=O)=O)=CC=1.C(=O)([O-])O.[Na+]. The catalyst is C1(C)C(C)=CC=CC=1. The product is [Cl:19][C:18]1[C:4]2[N:3]=[C:2]([NH:25][C:26]3[C:34]4[O:33][C:32]([F:36])([F:35])[O:31][C:30]=4[CH:29]=[CH:28][CH:27]=3)[N:6]([CH2:7][CH2:8][CH2:9][C:10]([O:12][CH2:13][CH3:14])=[O:11])[C:5]=2[C:15]([CH:20]([CH2:23][CH3:24])[CH2:21][CH3:22])=[CH:16][CH:17]=1. The yield is 0.810.